This data is from Full USPTO retrosynthesis dataset with 1.9M reactions from patents (1976-2016). The task is: Predict the reactants needed to synthesize the given product. (1) Given the product [Cl:12][C:3]1[C:2]([C:18]2[CH:19]=[CH:20][C:15]([O:14][CH3:13])=[CH:16][CH:17]=2)=[CH:11][C:10]2[C:5](=[CH:6][CH:7]=[CH:8][CH:9]=2)[N:4]=1, predict the reactants needed to synthesize it. The reactants are: I[C:2]1[C:3]([Cl:12])=[N:4][C:5]2[C:10]([CH:11]=1)=[CH:9][CH:8]=[CH:7][CH:6]=2.[CH3:13][O:14][C:15]1[CH:20]=[CH:19][C:18](B(O)O)=[CH:17][CH:16]=1.C([O-])([O-])=O.[Na+].[Na+]. (2) Given the product [C:41]([O:45][C:46]([N:48]1[CH2:52][CH2:51][CH2:50][CH:49]1[C:53]1[NH:54][C:55]([C:58]2[CH:63]=[CH:62][C:61]([C:2]3[CH:7]=[CH:6][C:5]([C:8]4[N:12]([CH2:13][O:14][CH2:15][CH2:16][Si:17]([CH3:20])([CH3:19])[CH3:18])[CH:11]=[N:10][CH:9]=4)=[CH:4][CH:3]=3)=[CH:60][CH:59]=2)=[CH:56][N:57]=1)=[O:47])([CH3:44])([CH3:42])[CH3:43].[C:41]([O:45][C:46]([N:48]1[CH2:52][CH2:51][CH2:50][CH:49]1[C:53]1[NH:54][C:55]([C:58]2[CH:63]=[CH:62][C:61]([C:22]3[CH:27]=[CH:26][C:25]([C:28]4[N:29]=[CH:30][N:31]([CH2:33][O:34][CH2:35][CH2:36][Si:37]([CH3:40])([CH3:39])[CH3:38])[CH:32]=4)=[CH:24][CH:23]=3)=[CH:60][CH:59]=2)=[CH:56][N:57]=1)=[O:47])([CH3:44])([CH3:42])[CH3:43], predict the reactants needed to synthesize it. The reactants are: Br[C:2]1[CH:7]=[CH:6][C:5]([C:8]2[N:12]([CH2:13][O:14][CH2:15][CH2:16][Si:17]([CH3:20])([CH3:19])[CH3:18])[CH:11]=[N:10][CH:9]=2)=[CH:4][CH:3]=1.Br[C:22]1[CH:27]=[CH:26][C:25]([C:28]2[N:29]=[CH:30][N:31]([CH2:33][O:34][CH2:35][CH2:36][Si:37]([CH3:40])([CH3:39])[CH3:38])[CH:32]=2)=[CH:24][CH:23]=1.[C:41]([O:45][C:46]([N:48]1[CH2:52][CH2:51][CH2:50][CH:49]1[C:53]1[NH:54][C:55]([C:58]2[CH:63]=[CH:62][C:61](B3OC(C)(C)C(C)(C)O3)=[CH:60][CH:59]=2)=[CH:56][N:57]=1)=[O:47])([CH3:44])([CH3:43])[CH3:42].C(COC)OC. (3) Given the product [F:11][B-:12]([F:15])([F:14])[F:13].[C:1]1(=[O:10])[NH:9][CH2:8][CH2:7][CH2:6][CH2:5][CH2:4][CH2:3][CH2:2]1, predict the reactants needed to synthesize it. The reactants are: [C:1]1(=[O:10])[NH:9][CH2:8][CH2:7][CH2:6][CH2:5][CH2:4][CH2:3][CH2:2]1.[F:11][B-:12]([F:15])([F:14])[F:13].[H+]. (4) Given the product [Cl:20][C:16]1[CH:15]=[C:14]([NH:13][C:11]2[O:12][C:8]([C:5]3[CH:6]=[CH:7][C:2]([B:21]4[O:25][C:24]([CH3:27])([CH3:26])[C:23]([CH3:29])([CH3:28])[O:22]4)=[CH:3][CH:4]=3)=[CH:9][N:10]=2)[CH:19]=[CH:18][CH:17]=1, predict the reactants needed to synthesize it. The reactants are: Br[C:2]1[CH:7]=[CH:6][C:5]([C:8]2[O:12][C:11]([NH:13][C:14]3[CH:19]=[CH:18][CH:17]=[C:16]([Cl:20])[CH:15]=3)=[N:10][CH:9]=2)=[CH:4][CH:3]=1.[B:21]1([B:21]2[O:25][C:24]([CH3:27])([CH3:26])[C:23]([CH3:29])([CH3:28])[O:22]2)[O:25][C:24]([CH3:27])([CH3:26])[C:23]([CH3:29])([CH3:28])[O:22]1.CC([O-])=O.[K+]. (5) Given the product [C:4]([O:3][C:1](=[O:2])[NH:8][C@@H:9]([C:13]([F:24])=[O:15])[CH:10]([CH3:12])[CH3:11])([CH3:7])([CH3:6])[CH3:5], predict the reactants needed to synthesize it. The reactants are: [C:1]([NH:8][C@@H:9]([C:13]([OH:15])=O)[CH:10]([CH3:12])[CH3:11])([O:3][C:4]([CH3:7])([CH3:6])[CH3:5])=[O:2].N1C=CC=CC=1.N1C(F)=NC(F)=NC=1[F:24]. (6) Given the product [O:1]1[CH:5]=[CH:4][CH:3]=[C:2]1[C:10]1[CH:15]=[CH:14][C:13]([C:16]2[N:20]([C:21]3[CH:26]=[CH:25][C:24]([S:27]([CH3:30])(=[O:28])=[O:29])=[CH:23][CH:22]=3)[N:19]=[C:18]([CH2:31][OH:32])[CH:17]=2)=[CH:12][CH:11]=1, predict the reactants needed to synthesize it. The reactants are: [O:1]1[CH:5]=[CH:4][CH:3]=[C:2]1B(O)O.Br[C:10]1[CH:15]=[CH:14][C:13]([C:16]2[N:20]([C:21]3[CH:26]=[CH:25][C:24]([S:27]([CH3:30])(=[O:29])=[O:28])=[CH:23][CH:22]=3)[N:19]=[C:18]([CH2:31][OH:32])[CH:17]=2)=[CH:12][CH:11]=1.